This data is from Forward reaction prediction with 1.9M reactions from USPTO patents (1976-2016). The task is: Predict the product of the given reaction. The product is: [ClH:1].[Cl:1][C:2]1[C:3]([NH:12][C@H:13]2[CH2:18][CH2:17][CH2:16][N:15]([CH:19]3[CH2:20][CH2:21][NH:22][CH2:23][CH2:24]3)[C:14]2=[O:32])=[N:4][CH:5]=[C:6]([C:8]([F:11])([F:10])[F:9])[CH:7]=1. Given the reactants [Cl:1][C:2]1[C:3]([NH:12][C@H:13]2[CH2:18][CH2:17][CH2:16][N:15]([CH:19]3[CH2:24][CH2:23][N:22](C(OC(C)(C)C)=O)[CH2:21][CH2:20]3)[C:14]2=[O:32])=[N:4][CH:5]=[C:6]([C:8]([F:11])([F:10])[F:9])[CH:7]=1.C(Cl)Cl.Cl, predict the reaction product.